From a dataset of Catalyst prediction with 721,799 reactions and 888 catalyst types from USPTO. Predict which catalyst facilitates the given reaction. Reactant: [NH2:1][C:2]1[C:3]2[C:11](=[O:12])[CH:10]=[CH:9][NH:8][C:4]=2[N:5]=[CH:6][N:7]=1.C(=O)([O-])[O-].[Cs+].[Cs+].[I-].[K+].[Cl:21][C:22]1[C:23]([CH3:44])=[C:24]([C:33]2[CH:34]=[CH:35][C:36]([C:39]([N:41]([CH3:43])[CH3:42])=[O:40])=[N:37][CH:38]=2)[C:25]([O:31][CH3:32])=[C:26]([CH:28](Cl)[CH3:29])[CH:27]=1. Product: [NH2:1][C:2]1[C:3]2[C:11](=[O:12])[CH:10]=[CH:9][N:8]([CH:28]([C:26]3[C:25]([O:31][CH3:32])=[C:24]([C:33]4[CH:34]=[CH:35][C:36]([C:39]([N:41]([CH3:42])[CH3:43])=[O:40])=[N:37][CH:38]=4)[C:23]([CH3:44])=[C:22]([Cl:21])[CH:27]=3)[CH3:29])[C:4]=2[N:5]=[CH:6][N:7]=1. The catalyst class is: 9.